The task is: Predict the reactants needed to synthesize the given product.. This data is from Full USPTO retrosynthesis dataset with 1.9M reactions from patents (1976-2016). (1) Given the product [CH3:19][S:20]([O:10][CH2:9][CH2:8][CH2:7][CH:5]1[CH2:4][O:3][C:2]([CH3:11])([CH3:1])[O:6]1)(=[O:22])=[O:21], predict the reactants needed to synthesize it. The reactants are: [CH3:1][C:2]1([CH3:11])[O:6][CH:5]([CH2:7][CH2:8][CH2:9][OH:10])[CH2:4][O:3]1.C(N(CC)CC)C.[CH3:19][S:20](Cl)(=[O:22])=[O:21].O. (2) Given the product [CH2:1]([O:3][C:4](=[O:30])[C:5]([C:6]1[N:7]([CH3:29])[C:8]2[C:13]([C:14]=1[S:15][C:16]([CH3:19])([CH3:18])[CH3:17])=[CH:12][C:11]([O:20][CH2:21][C:22]1[CH:27]=[CH:26][C:25]([CH3:28])=[CH:24][N:23]=1)=[CH:10][CH:9]=2)([OH:46])[CH2:35][C:34]1[CH:37]=[CH:38][CH:39]=[C:32]([Cl:31])[CH:33]=1)[CH3:2], predict the reactants needed to synthesize it. The reactants are: [CH2:1]([O:3][C:4](=[O:30])[CH2:5][C:6]1[N:7]([CH3:29])[C:8]2[C:13]([C:14]=1[S:15][C:16]([CH3:19])([CH3:18])[CH3:17])=[CH:12][C:11]([O:20][CH2:21][C:22]1[CH:27]=[CH:26][C:25]([CH3:28])=[CH:24][N:23]=1)=[CH:10][CH:9]=2)[CH3:2].[Cl:31][C:32]1[CH:33]=[C:34]([CH:37]=[CH:38][CH:39]=1)[CH2:35]Br.[H-].[Na+].CN(C=[O:46])C.